From a dataset of Peptide-MHC class I binding affinity with 185,985 pairs from IEDB/IMGT. Regression. Given a peptide amino acid sequence and an MHC pseudo amino acid sequence, predict their binding affinity value. This is MHC class I binding data. (1) The peptide sequence is RGPGRAFYTI. The MHC is H-2-Dd with pseudo-sequence H-2-Dd. The binding affinity (normalized) is 0.817. (2) The peptide sequence is ALMRWRHPR. The MHC is HLA-A69:01 with pseudo-sequence HLA-A69:01. The binding affinity (normalized) is 0.0847. (3) The peptide sequence is EMPPHIYAI. The MHC is HLA-A02:02 with pseudo-sequence HLA-A02:02. The binding affinity (normalized) is 0.611. (4) The peptide sequence is LDRFGLAESLL. The MHC is Mamu-B01 with pseudo-sequence Mamu-B01. The binding affinity (normalized) is 0.420. (5) The peptide sequence is AYYWNQNGF. The MHC is HLA-A30:01 with pseudo-sequence HLA-A30:01. The binding affinity (normalized) is 0.0847.